This data is from Cav3 T-type calcium channel HTS with 100,875 compounds. The task is: Binary Classification. Given a drug SMILES string, predict its activity (active/inactive) in a high-throughput screening assay against a specified biological target. The molecule is S=c1n(c(=O)c2c([nH]1)cc(cc2)C(=O)NC(C)C)Cc1occc1. The result is 0 (inactive).